Dataset: Full USPTO retrosynthesis dataset with 1.9M reactions from patents (1976-2016). Task: Predict the reactants needed to synthesize the given product. (1) Given the product [CH3:11][N:12]1[CH2:17][CH2:16][CH:15]([N:1]2[C:10]3[C:5](=[CH:6][CH:7]=[CH:8][CH:9]=3)[CH2:4][CH2:3][CH2:2]2)[CH2:14][CH2:13]1, predict the reactants needed to synthesize it. The reactants are: [NH:1]1[C:10]2[C:5](=[CH:6][CH:7]=[CH:8][CH:9]=2)[CH2:4][CH2:3][CH2:2]1.[CH3:11][N:12]1[CH2:17][CH2:16][C:15](=O)[CH2:14][CH2:13]1.C(O[BH-](OC(=O)C)OC(=O)C)(=O)C.[Na+].N. (2) The reactants are: C(N(CC)CC)C.[CH:8]1([C:11]2[CH:12]=[C:13]([NH2:20])[CH:14]=[C:15]3[C:19]=2[NH:18][CH:17]=[CH:16]3)[CH2:10][CH2:9]1.[C:21](O[C:21]([O:23][C:24]([CH3:27])([CH3:26])[CH3:25])=[O:22])([O:23][C:24]([CH3:27])([CH3:26])[CH3:25])=[O:22]. Given the product [CH:8]1([C:11]2[CH:12]=[C:13]([NH:20][C:21](=[O:22])[O:23][C:24]([CH3:27])([CH3:26])[CH3:25])[CH:14]=[C:15]3[C:19]=2[NH:18][CH:17]=[CH:16]3)[CH2:10][CH2:9]1, predict the reactants needed to synthesize it. (3) Given the product [N:1]([C:2]1[CH:3]=[C:4]([CH:8]=[CH:9][CH:10]=1)[C:5]([OH:7])=[O:6])=[C:11]=[S:12], predict the reactants needed to synthesize it. The reactants are: [NH2:1][C:2]1[CH:3]=[C:4]([CH:8]=[CH:9][CH:10]=1)[C:5]([OH:7])=[O:6].[C:11](N1C=CN=C1)(N1C=CN=C1)=[S:12].C(N(CC)CC)C.Cl. (4) Given the product [Cl:10][C:11]1[N:16]=[CH:15][C:14]([C:17]([N:62]2[CH2:61][CH2:60][N:59]([C:42](=[O:41])[CH2:43][NH:44][C:45]([C:47]3[CH:52]=[CH:51][C:50]([C:53]4[CH:58]=[CH:57][CH:56]=[CH:55][CH:54]=4)=[CH:49][CH:48]=3)=[O:46])[CH2:64][CH2:63]2)=[O:19])=[CH:13][CH:12]=1, predict the reactants needed to synthesize it. The reactants are: CCN(C(C)C)C(C)C.[Cl:10][C:11]1[N:16]=[CH:15][C:14]([C:17]([OH:19])=O)=[CH:13][CH:12]=1.C1C=CC2N(O)N=NC=2C=1.CCN=C=NCCCN(C)C.[O:41]=[C:42]([N:59]1[CH2:64][CH2:63][NH:62][CH2:61][CH2:60]1)[CH2:43][NH:44][C:45]([C:47]1[CH:52]=[CH:51][C:50]([C:53]2[CH:58]=[CH:57][CH:56]=[CH:55][CH:54]=2)=[CH:49][CH:48]=1)=[O:46]. (5) Given the product [NH2:42][C:15]1[CH:16]=[CH:17][C:18]2[N:23]([CH:24]3[CH2:28][CH2:27][N:26]([C:29]([O:31][C:32]([CH3:35])([CH3:34])[CH3:33])=[O:30])[CH2:25]3)[CH2:22][CH2:21][S:20][C:19]=2[CH:36]=1, predict the reactants needed to synthesize it. The reactants are: C(P(C(C)(C)C)C(C)(C)C)(C)(C)C.Br[C:15]1[CH:16]=[CH:17][C:18]2[N:23]([CH:24]3[CH2:28][CH2:27][N:26]([C:29]([O:31][C:32]([CH3:35])([CH3:34])[CH3:33])=[O:30])[CH2:25]3)[CH2:22][CH2:21][S:20][C:19]=2[CH:36]=1.[Li+].C[Si]([N-:42][Si](C)(C)C)(C)C.CCCC[N+](CCCC)(CCCC)CCCC.[F-].